Dataset: Forward reaction prediction with 1.9M reactions from USPTO patents (1976-2016). Task: Predict the product of the given reaction. (1) Given the reactants [CH3:1][C:2]1[CH:11]=[C:10]2[C:5]([C:6]([N:19]3[CH2:24][CH2:23][NH:22][CH2:21][CH2:20]3)=[N:7][C:8]([C:12]3[CH:17]=[CH:16][CH:15]=[CH:14][C:13]=3[OH:18])=[N:9]2)=[CH:4][CH:3]=1.[F:25][C:26]([F:34])([F:33])[CH2:27][CH:28]([OH:32])[C:29](O)=[O:30].CN(C(ON1N=NC2C=CC=NC1=2)=[N+](C)C)C.F[P-](F)(F)(F)(F)F.C(N(CC)CC)C, predict the reaction product. The product is: [F:25][C:26]([F:34])([F:33])[CH2:27][CH:28]([OH:32])[C:29]([N:22]1[CH2:23][CH2:24][N:19]([C:6]2[C:5]3[C:10](=[CH:11][C:2]([CH3:1])=[CH:3][CH:4]=3)[N:9]=[C:8]([C:12]3[CH:17]=[CH:16][CH:15]=[CH:14][C:13]=3[OH:18])[N:7]=2)[CH2:20][CH2:21]1)=[O:30]. (2) Given the reactants [C:1]([C:5]1[CH:6]=[C:7]([CH:10]=[C:11]([C:14]([CH3:17])([CH3:16])[CH3:15])[C:12]=1[OH:13])[CH:8]=O)([CH3:4])([CH3:3])[CH3:2].[Cl:18][C:19]1[CH:24]=[CH:23][C:22]([S:25]([CH2:28][C:29]#[N:30])(=[O:27])=[O:26])=[CH:21][CH:20]=1, predict the reaction product. The product is: [Cl:18][C:19]1[CH:20]=[CH:21][C:22]([S:25](/[C:28](=[CH:8]/[C:7]2[CH:6]=[C:5]([C:1]([CH3:4])([CH3:3])[CH3:2])[C:12]([OH:13])=[C:11]([C:14]([CH3:17])([CH3:16])[CH3:15])[CH:10]=2)/[C:29]#[N:30])(=[O:26])=[O:27])=[CH:23][CH:24]=1. (3) Given the reactants Br.[NH2:2][C:3]1[C:4]([OH:17])=[C:5]([C:9]2[CH:10]=[C:11]([C:14]([OH:16])=[O:15])[S:12][CH:13]=2)[CH:6]=[CH:7][CH:8]=1.[N:18]([O-])=O.[Na+].[CH2:22]1[C:30]2[C:25](=[CH:26][C:27]([N:31]3[C:35](=[O:36])[CH2:34][C:33]([CH3:37])=[N:32]3)=[CH:28][CH:29]=2)[CH2:24][CH2:23]1.C(=O)(O)[O-].[Na+], predict the reaction product. The product is: [OH:17][C:4]1[C:3]([NH:2]/[N:18]=[C:34]2/[C:33]([CH3:37])=[N:32][N:31]([C:27]3[CH:26]=[C:25]4[C:30](=[CH:29][CH:28]=3)[CH2:22][CH2:23][CH2:24]4)[C:35]/2=[O:36])=[CH:8][CH:7]=[CH:6][C:5]=1[C:9]1[CH:10]=[C:11]([C:14]([OH:16])=[O:15])[S:12][CH:13]=1. (4) Given the reactants Br[C:2]1[CH:8]=[CH:7][C:5]([NH2:6])=[C:4]([N+:9]([O-:11])=[O:10])[CH:3]=1.[CH3:12][N:13](C)C=O, predict the reaction product. The product is: [NH2:6][C:5]1[CH:7]=[CH:8][C:2]([C:12]#[N:13])=[CH:3][C:4]=1[N+:9]([O-:11])=[O:10]. (5) Given the reactants CS(O[CH2:6][CH:7]1[O:11][C:10](=[O:12])[N:9]([C:13]2[CH:22]=[C:21]3[C:16]([CH:17]=[C:18]([C:24]4[CH:29]=[CH:28][CH:27]=[CH:26][C:25]=4[C:30]([F:33])([F:32])[F:31])[NH:19][C:20]3=[O:23])=[CH:15][CH:14]=2)[CH2:8]1)(=O)=O.[NH:34]1[CH2:39][CH2:38][O:37][CH2:36][CH2:35]1, predict the reaction product. The product is: [N:34]1([CH2:6][CH:7]2[O:11][C:10](=[O:12])[N:9]([C:13]3[CH:22]=[C:21]4[C:16]([CH:17]=[C:18]([C:24]5[CH:29]=[CH:28][CH:27]=[CH:26][C:25]=5[C:30]([F:32])([F:31])[F:33])[NH:19][C:20]4=[O:23])=[CH:15][CH:14]=3)[CH2:8]2)[CH2:39][CH2:38][O:37][CH2:36][CH2:35]1. (6) The product is: [CH3:1][N:2]1[CH2:7][CH2:6][N:5]([C:8]2[N:13]3[CH:14]=[C:15]([CH:17]([OH:18])[CH3:19])[N:16]=[C:12]3[CH:11]=[CH:10][CH:9]=2)[CH2:4][CH2:3]1. Given the reactants [CH3:1][N:2]1[CH2:7][CH2:6][N:5]([C:8]2[N:13]3[CH:14]=[C:15]([CH:17]=[O:18])[N:16]=[C:12]3[CH:11]=[CH:10][CH:9]=2)[CH2:4][CH2:3]1.[CH3:19][Mg]Br, predict the reaction product.